This data is from Forward reaction prediction with 1.9M reactions from USPTO patents (1976-2016). The task is: Predict the product of the given reaction. (1) Given the reactants [H-].[Na+].[C:3]([C:7]1[O:11][N:10]=[C:9]([NH:12][C:13]([NH:15][C:16]2[CH:21]=[CH:20][CH:19]=[C:18]([SH:22])[CH:17]=2)=[O:14])[CH:8]=1)([CH3:6])([CH3:5])[CH3:4].Cl[C:24]1[C:33]2[C:28](=[CH:29][C:30]([O:42][CH3:43])=[C:31]([O:34][CH2:35][CH2:36][CH2:37][S:38]([CH3:41])(=[O:40])=[O:39])[CH:32]=2)[N:27]=[CH:26][N:25]=1, predict the reaction product. The product is: [C:3]([C:7]1[O:11][N:10]=[C:9]([NH:12][C:13]([NH:15][C:16]2[CH:21]=[CH:20][CH:19]=[C:18]([S:22][C:24]3[C:33]4[C:28](=[CH:29][C:30]([O:42][CH3:43])=[C:31]([O:34][CH2:35][CH2:36][CH2:37][S:38]([CH3:41])(=[O:39])=[O:40])[CH:32]=4)[N:27]=[CH:26][N:25]=3)[CH:17]=2)=[O:14])[CH:8]=1)([CH3:6])([CH3:4])[CH3:5]. (2) Given the reactants [NH:1]1[CH:5]=[C:4]([C:6]([O:8][CH2:9][CH3:10])=[O:7])[CH:3]=[N:2]1.C([O-])([O-])=O.[K+].[K+].[CH:17]1[CH:22]=[CH:21][C:20]([CH2:23]Br)=[CH:19][CH:18]=1, predict the reaction product. The product is: [CH2:23]([N:1]1[CH:5]=[C:4]([C:6]([O:8][CH2:9][CH3:10])=[O:7])[CH:3]=[N:2]1)[C:20]1[CH:21]=[CH:22][CH:17]=[CH:18][CH:19]=1. (3) Given the reactants [Cl:1][C:2]1[CH:3]=[C:4]([CH:14]=[CH:15][C:16]=1[Cl:17])[CH2:5][N:6]1[CH2:11][CH2:10][O:9][C@H:8]([CH2:12][NH2:13])[CH2:7]1.[CH3:18][S:19]([C:22]1[CH:27]=[CH:26][C:25]([CH2:28][C:29](O)=[O:30])=[CH:24][CH:23]=1)(=[O:21])=[O:20], predict the reaction product. The product is: [Cl:1][C:2]1[CH:3]=[C:4]([CH:14]=[CH:15][C:16]=1[Cl:17])[CH2:5][N:6]1[CH2:11][CH2:10][O:9][C@H:8]([CH2:12][NH:13][C:29](=[O:30])[CH2:28][C:25]2[CH:24]=[CH:23][C:22]([S:19]([CH3:18])(=[O:20])=[O:21])=[CH:27][CH:26]=2)[CH2:7]1. (4) Given the reactants [CH2:1]([O:3][C:4](=[O:16])[CH:5]=[CH:6][C:7]1[C:15]2[C:10](=[CH:11][CH:12]=[CH:13][CH:14]=2)[NH:9][CH:8]=1)[CH3:2].Br[C:18]1[CH:26]=[C:25]2[C:21]([CH:22]=[CH:23][NH:24]2)=[CH:20][CH:19]=1, predict the reaction product. The product is: [CH2:1]([O:3][C:4](=[O:16])[CH:5]=[C:6]([C:18]1[CH:26]=[C:25]2[C:21]([CH:22]=[CH:23][NH:24]2)=[CH:20][CH:19]=1)[C:7]1[C:15]2[C:10](=[CH:11][CH:12]=[CH:13][CH:14]=2)[NH:9][CH:8]=1)[CH3:2]. (5) Given the reactants [CH3:1][C:2]1[C:3]([N:26]2[CH2:31][CH2:30][CH:29]([CH:32]([CH3:38])[C:33]([O:35]CC)=[O:34])[CH2:28][CH2:27]2)=[N:4][CH:5]=[C:6]([NH:8][C:9]([C:11]2[O:12][C:13]([NH:16][C:17]3[CH:22]=[C:21]([F:23])[C:20]([F:24])=[CH:19][C:18]=3[F:25])=[N:14][N:15]=2)=[O:10])[CH:7]=1.C[Si](C)(C)[O-].[K+].O.Cl, predict the reaction product. The product is: [CH3:1][C:2]1[C:3]([N:26]2[CH2:27][CH2:28][CH:29]([CH:32]([CH3:38])[C:33]([OH:35])=[O:34])[CH2:30][CH2:31]2)=[N:4][CH:5]=[C:6]([NH:8][C:9]([C:11]2[O:12][C:13]([NH:16][C:17]3[CH:22]=[C:21]([F:23])[C:20]([F:24])=[CH:19][C:18]=3[F:25])=[N:14][N:15]=2)=[O:10])[CH:7]=1. (6) Given the reactants [Si:1]([O:8][C@H:9]([C@@H:34]([CH3:38])[CH2:35]C=C)[CH2:10][CH2:11][CH2:12][C:13]([O:15][C@H:16]([CH2:31][CH:32]=[CH2:33])[C@@H:17]([CH3:30])[CH2:18][O:19][S:20]([C:23]1[CH:29]=[CH:28][C:26]([CH3:27])=[CH:25][CH:24]=1)(=[O:22])=[O:21])=[O:14])([C:4]([CH3:7])([CH3:6])[CH3:5])([CH3:3])[CH3:2], predict the reaction product. The product is: [CH3:27][C:26]1[CH:28]=[CH:29][C:23]([S:20]([O:19][CH2:18][CH:17]([C@H:16]2[CH2:31][CH:32]=[CH:33][CH2:35][C@H:34]([CH3:38])[C@@H:9]([O:8][Si:1]([C:4]([CH3:7])([CH3:6])[CH3:5])([CH3:2])[CH3:3])[CH2:10][CH2:11][CH2:12][C:13](=[O:14])[O:15]2)[CH3:30])(=[O:22])=[O:21])=[CH:24][CH:25]=1. (7) Given the reactants [Si:1]([O:8][CH2:9][C:10]1([CH3:38])[S:16][CH2:15][CH2:14][N:13]2[C:17]([C:20]3([C:23]4[CH:28]=[CH:27][C:26](B5OC(C)(C)C(C)(C)O5)=[CH:25][CH:24]=4)[CH2:22][CH2:21]3)=[N:18][N:19]=[C:12]2[CH2:11]1)([C:4]([CH3:7])([CH3:6])[CH3:5])([CH3:3])[CH3:2].Cl[C:40]1[C:45]([F:46])=[CH:44][CH:43]=[CH:42][N:41]=1.C(=O)([O-])[O-].[K+].[K+].C(=O)([O-])O.[Na+], predict the reaction product. The product is: [Si:1]([O:8][CH2:9][C:10]1([CH3:38])[S:16][CH2:15][CH2:14][N:13]2[C:17]([C:20]3([C:23]4[CH:24]=[CH:25][C:26]([C:40]5[C:45]([F:46])=[CH:44][CH:43]=[CH:42][N:41]=5)=[CH:27][CH:28]=4)[CH2:21][CH2:22]3)=[N:18][N:19]=[C:12]2[CH2:11]1)([C:4]([CH3:7])([CH3:6])[CH3:5])([CH3:3])[CH3:2]. (8) Given the reactants [CH2:1]([O:3][C:4]([C:6]1[CH:22]=[CH:21][C:9]2[N:10]([C:13]3[CH:18]=[CH:17][CH:16]=[C:15]([CH2:19]O)[CH:14]=3)[CH:11]=[N:12][C:8]=2[CH:7]=1)=[O:5])[CH3:2].C(=O)([O-])[O-].[K+].[K+].[F:29][C:30]1[CH:31]=[C:32]([CH:35]=[CH:36][C:37]=1[F:38])[CH2:33][NH2:34], predict the reaction product. The product is: [CH2:1]([O:3][C:4]([C:6]1[CH:22]=[CH:21][C:9]2[N:10]([C:13]3[CH:18]=[CH:17][CH:16]=[C:15]([CH2:19][NH:34][CH2:33][C:32]4[CH:35]=[CH:36][C:37]([F:38])=[C:30]([F:29])[CH:31]=4)[CH:14]=3)[CH:11]=[N:12][C:8]=2[CH:7]=1)=[O:5])[CH3:2].